Dataset: Reaction yield outcomes from USPTO patents with 853,638 reactions. Task: Predict the reaction yield, written as a fraction of the theoretical maximum amount of product (1.0 means a 100% yield; for example, 0.34 means a 34% yield). The reactants are [Li]CCCC.CCCCCC.[O:12]1[CH2:17][CH2:16][O:15][C:14]2=[CH:18][S:19][CH:20]=[C:13]12.CN(C)CCN(C)C.[CH2:29]([Sn:33](Cl)([CH2:38][CH2:39][CH2:40][CH3:41])[CH2:34][CH2:35][CH2:36][CH3:37])[CH2:30][CH2:31][CH3:32]. The catalyst is O1CCCC1. The product is [CH2:38]([Sn:33]([CH2:29][CH2:30][CH2:31][CH3:32])([CH2:34][CH2:35][CH2:36][CH3:37])[C:18]1[S:19][CH:20]=[C:13]2[C:14]=1[O:15][CH2:16][CH2:17][O:12]2)[CH2:39][CH2:40][CH3:41]. The yield is 0.400.